From a dataset of Full USPTO retrosynthesis dataset with 1.9M reactions from patents (1976-2016). Predict the reactants needed to synthesize the given product. (1) Given the product [C:15]([C:14]1[C:9]([OH:8])=[C:10]([CH2:17][C:18]([O:20][CH3:21])=[O:19])[CH:11]=[CH:12][CH:13]=1)#[N:16], predict the reactants needed to synthesize it. The reactants are: C([O:8][C:9]1[C:14]([C:15]#[N:16])=[CH:13][CH:12]=[CH:11][C:10]=1[CH2:17][C:18]([O:20][CH3:21])=[O:19])C1C=CC=CC=1. (2) Given the product [CH2:11]([O:10][C@@H:9]1[C@@:8]([CH2:27][OH:28])([CH2:18][O:19][CH2:20][C:21]2[CH:26]=[CH:25][CH:24]=[CH:23][CH:22]=2)[O:7][C@@H:6]([N:32]2[CH:47]=[CH:46][C:36]([NH:37][C:38](=[O:45])[C:39]3[CH:44]=[CH:43][CH:42]=[CH:41][CH:40]=3)=[N:35][C:33]2=[O:34])[C@@H:5]1[OH:4])[C:12]1[CH:17]=[CH:16][CH:15]=[CH:14][CH:13]=1, predict the reactants needed to synthesize it. The reactants are: C([O:4][C@@H:5]1[C@H:9]([O:10][CH2:11][C:12]2[CH:17]=[CH:16][CH:15]=[CH:14][CH:13]=2)[C@@:8]([CH2:27][O:28]C(=O)C)([CH2:18][O:19][CH2:20][C:21]2[CH:26]=[CH:25][CH:24]=[CH:23][CH:22]=2)[O:7][C@H:6]1[N:32]1[CH:47]=[CH:46][C:36]([NH:37][C:38](=[O:45])[C:39]2[CH:44]=[CH:43][CH:42]=[CH:41][CH:40]=2)=[N:35][C:33]1=[O:34])(=O)C.C[O-].[Na+].Cl. (3) Given the product [F:11][C:12]1[CH:17]=[C:16]([F:18])[CH:15]=[CH:14][C:13]=1[C:19]1[CH:24]=[CH:23][N:22]=[C:21]([N:25]2[CH2:26][CH2:27][N:28]([C:8]([NH:7][C:3]3[N:2]=[N:1][CH:6]=[CH:5][CH:4]=3)=[O:10])[CH2:29][CH2:30]2)[N:20]=1, predict the reactants needed to synthesize it. The reactants are: [N:1]1[CH:6]=[CH:5][CH:4]=[C:3]([NH:7][C:8](=[O:10])[O-])[N:2]=1.[F:11][C:12]1[CH:17]=[C:16]([F:18])[CH:15]=[CH:14][C:13]=1[C:19]1[CH:24]=[CH:23][N:22]=[C:21]([N:25]2[CH2:30][CH2:29][NH:28][CH2:27][CH2:26]2)[N:20]=1. (4) Given the product [CH2:1]([N:8]([C@H:9]([CH:14]1[CH2:16][CH2:15]1)[C:10]([F:13])([F:12])[F:11])[C:19](=[O:20])[CH2:18][Br:17])[C:2]1[CH:7]=[CH:6][CH:5]=[CH:4][CH:3]=1, predict the reactants needed to synthesize it. The reactants are: [CH2:1]([NH:8][C@H:9]([CH:14]1[CH2:16][CH2:15]1)[C:10]([F:13])([F:12])[F:11])[C:2]1[CH:7]=[CH:6][CH:5]=[CH:4][CH:3]=1.[Br:17][CH2:18][C:19](Br)=[O:20]. (5) Given the product [Cl:1][C:2]1[CH:3]=[C:4]2[C:8](=[C:9]([NH:11][CH:12]3[CH2:16][CH2:15][CH2:14][CH2:13]3)[CH:10]=1)[NH:7][C:6]([C:17]1[S:18][CH2:19][C@@H:20]([CH2:22][CH2:23][N:32]3[CH:36]=[CH:35][CH:34]=[N:33]3)[N:21]=1)=[CH:5]2, predict the reactants needed to synthesize it. The reactants are: [Cl:1][C:2]1[CH:3]=[C:4]2[C:8](=[C:9]([NH:11][CH:12]3[CH2:16][CH2:15][CH2:14][CH2:13]3)[CH:10]=1)[NH:7][C:6]([C:17]1[S:18][CH2:19][C@@H:20]([CH2:22][CH2:23]O)[N:21]=1)=[CH:5]2.II.N1C=CN=C1.[NH:32]1[CH:36]=[CH:35][CH:34]=[N:33]1.[H-].[Na+]. (6) Given the product [CH2:1]([N:3]([CH2:29][C:30]1[CH:31]=[CH:32][C:33]([O:36][CH2:39][CH2:40][N:42]2[C:47]([CH3:49])([CH3:48])[CH2:46][CH2:45][CH2:44][C:43]2([CH3:51])[CH3:50])=[CH:34][CH:35]=1)[C:4]1[CH:9]=[C:8]([O:10][CH3:11])[CH:7]=[CH:6][C:5]=1[CH:12]1[CH2:21][CH2:20][C:19]2[CH:18]=[C:17]([OH:22])[CH:16]=[CH:15][C:14]=2[CH2:13]1)[CH3:2], predict the reactants needed to synthesize it. The reactants are: [CH2:1]([N:3]([C:29](=O)[C:30]1[CH:35]=[CH:34][C:33]([OH:36])=[CH:32][CH:31]=1)[C:4]1[CH:9]=[C:8]([O:10][CH3:11])[CH:7]=[CH:6][C:5]=1[CH:12]1[CH2:21][CH2:20][C:19]2[CH:18]=[C:17]([O:22]C(=O)C(C)(C)C)[CH:16]=[CH:15][C:14]=2[CH2:13]1)[CH3:2].Br[CH2:39][C:40]([N:42]1[C:47]([CH3:49])([CH3:48])[CH2:46][CH2:45][CH2:44][C:43]1([CH3:51])[CH3:50])=O. (7) Given the product [NH2:12][C:2]1[CH:9]=[C:8]([CH3:10])[CH:7]=[CH:6][C:3]=1[C:4]#[N:5], predict the reactants needed to synthesize it. The reactants are: Br[C:2]1[CH:9]=[C:8]([CH3:10])[CH:7]=[CH:6][C:3]=1[C:4]#[N:5].C([Cu])#[N:12].[NH4+].[OH-]. (8) Given the product [NH2:18][C:9]1[C:8]2[N:7]=[C:6]([CH2:19][CH2:20][O:21][CH3:22])[N:5]([CH2:4][CH2:3][CH2:2][NH:1][CH2:23][C:25]3[CH:26]=[C:27]([CH:35]=[CH:36][CH:37]=3)[O:28][CH:29]([CH3:34])[C:30]([O:32][CH3:33])=[O:31])[C:17]=2[C:16]2[CH:15]=[CH:14][CH:13]=[CH:12][C:11]=2[N:10]=1, predict the reactants needed to synthesize it. The reactants are: [NH2:1][CH2:2][CH2:3][CH2:4][N:5]1[C:17]2[C:16]3[CH:15]=[CH:14][CH:13]=[CH:12][C:11]=3[N:10]=[C:9]([NH2:18])[C:8]=2[N:7]=[C:6]1[CH2:19][CH2:20][O:21][CH3:22].[CH:23]([C:25]1[CH:26]=[C:27]([CH:35]=[CH:36][CH:37]=1)[O:28][CH:29]([CH3:34])[C:30]([O:32][CH3:33])=[O:31])=O. (9) Given the product [C:1]([O:5][C:6]([N:8]1[CH2:13][CH2:12][CH:11]([N:14]2[C:18]3=[N:19][CH:20]=[N:21][C:22]([O:31][C:30]4[C:25]([CH3:24])=[N:26][C:27]([CH3:32])=[CH:28][CH:29]=4)=[C:17]3[CH:16]=[N:15]2)[CH2:10][CH2:9]1)=[O:7])([CH3:4])([CH3:3])[CH3:2], predict the reactants needed to synthesize it. The reactants are: [C:1]([O:5][C:6]([N:8]1[CH2:13][CH2:12][CH:11]([N:14]2[C:18]3=[N:19][CH:20]=[N:21][C:22](Cl)=[C:17]3[CH:16]=[N:15]2)[CH2:10][CH2:9]1)=[O:7])([CH3:4])([CH3:3])[CH3:2].[CH3:24][C:25]1[C:30]([OH:31])=[CH:29][CH:28]=[C:27]([CH3:32])[N:26]=1.C(=O)([O-])[O-].[K+].[K+]. (10) The reactants are: Br[C:2]1[S:3][C:4]2[CH:10]=[C:9]([CH2:11][N:12]3[C:16]4[CH:17]=[C:18]([O:23][CH3:24])[C:19]([O:21][CH3:22])=[CH:20][C:15]=4[N:14]=[CH:13]3)[CH:8]=[CH:7][C:5]=2[N:6]=1.CC[N:27](C(C)C)[CH:28]([CH3:30])[CH3:29].[CH3:34][C:35]([N:37]([CH3:39])[CH3:38])=[O:36]. Given the product [C:19]([OH:21])(=[O:36])[CH3:20].[CH3:22][O:21][C:19]1[C:18]([O:23][CH3:24])=[CH:17][C:16]2[N:12]([CH2:11][C:9]3[CH:8]=[CH:7][C:5]4[N:6]=[C:2]([NH:27][CH:28]5[CH2:30][CH2:39][N:37]([C:35](=[O:36])[CH3:34])[CH2:38][CH2:29]5)[S:3][C:4]=4[CH:10]=3)[CH:13]=[N:14][C:15]=2[CH:20]=1, predict the reactants needed to synthesize it.